Dataset: Peptide-MHC class I binding affinity with 185,985 pairs from IEDB/IMGT. Task: Regression. Given a peptide amino acid sequence and an MHC pseudo amino acid sequence, predict their binding affinity value. This is MHC class I binding data. (1) The MHC is HLA-A30:01 with pseudo-sequence HLA-A30:01. The binding affinity (normalized) is 0.191. The peptide sequence is VMKRYSAPSE. (2) The peptide sequence is ARGITMIPHY. The MHC is HLA-B08:01 with pseudo-sequence HLA-B08:01. The binding affinity (normalized) is 0. (3) The peptide sequence is YTDLTYQSF. The MHC is HLA-B15:09 with pseudo-sequence HLA-B15:09. The binding affinity (normalized) is 0.0847. (4) The peptide sequence is TDLEHDRV. The MHC is Mamu-A11 with pseudo-sequence Mamu-A11. The binding affinity (normalized) is 0.277. (5) The binding affinity (normalized) is 1.00. The MHC is HLA-A23:01 with pseudo-sequence HLA-A23:01. The peptide sequence is TYQVYRYII.